This data is from Retrosynthesis with 50K atom-mapped reactions and 10 reaction types from USPTO. The task is: Predict the reactants needed to synthesize the given product. (1) Given the product O=C(N1CCC2(CC1)Oc1cccc(F)c1-n1cccc12)C(F)(F)F, predict the reactants needed to synthesize it. The reactants are: Fc1cccc2c1-n1cccc1C1(CCNCC1)O2.O=C(OC(=O)C(F)(F)F)C(F)(F)F. (2) Given the product C[C@H]1CC(=O)CC[C@H]1N1CCC(Cc2ccc(Cl)cc2Cl)C1=O, predict the reactants needed to synthesize it. The reactants are: C[C@@H]1CC2(CC[C@@H]1N1CCC(Cc3ccc(Cl)cc3Cl)C1=O)OCCO2. (3) Given the product COC(=O)c1ccc(OS(=O)(=O)C(F)(F)F)c(NC(=O)OCc2ccccc2)c1, predict the reactants needed to synthesize it. The reactants are: COC(=O)c1ccc(OS(=O)(=O)C(F)(F)F)c(N)c1.O=C(Cl)OCc1ccccc1. (4) Given the product Cc1ccc(-c2ccc(C3(c4nnc5n4CCSC(C)(CO)C5)CC3)cc2)cn1, predict the reactants needed to synthesize it. The reactants are: Cc1ccc(-c2ccc(C3(c4nnc5n4CCSC(C)(CO[Si](C)(C)C(C)(C)C)C5)CC3)cc2)cn1.